Predict which catalyst facilitates the given reaction. From a dataset of Catalyst prediction with 721,799 reactions and 888 catalyst types from USPTO. (1) Reactant: [CH:1]1([C:7]2[C:8]3[CH:35]=[CH:34][C:33]([C:36]([O:38]C)=[O:37])=[CH:32][C:9]=3[N:10]3[C:16]=2[C:15]2[CH:17]=[CH:18][C:19]([O:21][CH:22]4[CH2:27][CH2:26][CH2:25][N:24]([S:28]([CH3:31])(=[O:30])=[O:29])[CH2:23]4)=[CH:20][C:14]=2[O:13][CH2:12][CH2:11]3)[CH2:6][CH2:5][CH2:4][CH2:3][CH2:2]1.[OH-].[Na+].Cl. Product: [CH:1]1([C:7]2[C:8]3[CH:35]=[CH:34][C:33]([C:36]([OH:38])=[O:37])=[CH:32][C:9]=3[N:10]3[C:16]=2[C:15]2[CH:17]=[CH:18][C:19]([O:21][CH:22]4[CH2:27][CH2:26][CH2:25][N:24]([S:28]([CH3:31])(=[O:30])=[O:29])[CH2:23]4)=[CH:20][C:14]=2[O:13][CH2:12][CH2:11]3)[CH2:6][CH2:5][CH2:4][CH2:3][CH2:2]1. The catalyst class is: 83. (2) Reactant: [F:1][C:2]([F:12])([F:11])[O:3][C:4]1[CH:9]=[CH:8][C:7]([OH:10])=[CH:6][CH:5]=1.[H-].[Na+].Br[C:16]1[CH:21]=[CH:20][C:19]([Br:22])=[CH:18][N:17]=1.C(OCC)(=O)C. Product: [Br:22][C:19]1[CH:20]=[CH:21][C:16]([O:10][C:7]2[CH:6]=[CH:5][C:4]([O:3][C:2]([F:11])([F:12])[F:1])=[CH:9][CH:8]=2)=[N:17][CH:18]=1. The catalyst class is: 3. (3) Reactant: [H-].[Na+].[NH:3]1[CH:7]=[C:6]([C:8]([O:10][CH2:11][CH3:12])=[O:9])[CH:5]=[N:4]1.Cl[CH2:14][C:15]1[S:19][C:18]([CH3:20])=[C:17]([C:21]2[CH:26]=[CH:25][CH:24]=[C:23]([C:27]([F:30])([F:29])[F:28])[CH:22]=2)[CH:16]=1.[Cl-].[NH4+]. Product: [CH3:20][C:18]1[S:19][C:15]([CH2:14][N:3]2[CH:7]=[C:6]([C:8]([O:10][CH2:11][CH3:12])=[O:9])[CH:5]=[N:4]2)=[CH:16][C:17]=1[C:21]1[CH:26]=[CH:25][CH:24]=[C:23]([C:27]([F:30])([F:29])[F:28])[CH:22]=1. The catalyst class is: 7. (4) Reactant: [F:1][C:2]1[CH:7]=[CH:6][C:5]([C:8]2[CH:13]=[CH:12][N:11]=[CH:10][C:9]=2[N:14]([CH3:28])[C:15](=[O:27])[C:16]2[CH:21]=[C:20]([C:22]([F:25])([F:24])[F:23])[CH:19]=[C:18]([SH:26])[CH:17]=2)=[C:4]([O:29][CH3:30])[CH:3]=1.I[CH:32]1[CH2:35][O:34][CH2:33]1.CCN(C(C)C)C(C)C.[NH4+].[Cl-]. Product: [F:1][C:2]1[CH:7]=[CH:6][C:5]([C:8]2[CH:13]=[CH:12][N:11]=[CH:10][C:9]=2[N:14]([CH3:28])[C:15](=[O:27])[C:16]2[CH:21]=[C:20]([C:22]([F:25])([F:24])[F:23])[CH:19]=[C:18]([S:26][CH:32]3[CH2:35][O:34][CH2:33]3)[CH:17]=2)=[C:4]([O:29][CH3:30])[CH:3]=1. The catalyst class is: 290. (5) Reactant: [F:1][C:2]1[CH:3]=[C:4]([C@@H:9]([C@@H:11]2[C@@H:18]3[C@@H:14]([O:15][C:16]([CH3:20])([CH3:19])[O:17]3)[C@H:13]([N:21]3[C:25]4[N:26]=[CH:27][N:28]=[C:29]([CH3:30])[C:24]=4[CH:23]=[CH:22]3)[O:12]2)O)[CH:5]=[CH:6][C:7]=1[F:8].[CH3:31][NH:32][S:33]([C:36]1[CH:41]=[CH:40][CH:39]=[CH:38][C:37]=1[N+:42]([O-:44])=[O:43])(=[O:35])=[O:34].C1(P(C2C=CC=CC=2)C2C=CC=CC=2)C=CC=CC=1.C1COCC1.CC(OC(/N=N/C(OC(C)C)=O)=O)C. Product: [F:1][C:2]1[CH:3]=[C:4]([C@H:9]([C@@H:11]2[C@@H:18]3[C@@H:14]([O:15][C:16]([CH3:19])([CH3:20])[O:17]3)[C@H:13]([N:21]3[C:25]4[N:26]=[CH:27][N:28]=[C:29]([CH3:30])[C:24]=4[CH:23]=[CH:22]3)[O:12]2)[N:32]([CH3:31])[S:33]([C:36]2[CH:41]=[CH:40][CH:39]=[CH:38][C:37]=2[N+:42]([O-:44])=[O:43])(=[O:34])=[O:35])[CH:5]=[CH:6][C:7]=1[F:8]. The catalyst class is: 161. (6) Reactant: [CH2:1]([O:5][C:6]1[CH:11]=[CH:10][C:9]([S:12][CH:13]([CH2:17][CH2:18][CH2:19][CH2:20][CH2:21][CH3:22])[C:14]([OH:16])=[O:15])=[CH:8][CH:7]=1)[C:2]#[C:3][CH3:4].[OH:23]O. Product: [CH2:1]([O:5][C:6]1[CH:11]=[CH:10][C:9]([S@@:12]([C@@H:13]([CH2:17][CH2:18][CH2:19][CH2:20][CH2:21][CH3:22])[C:14]([OH:16])=[O:15])=[O:23])=[CH:8][CH:7]=1)[C:2]#[C:3][CH3:4]. The catalyst class is: 5. (7) Reactant: [C:1]([O:5][C:6](=[O:13])[NH:7][C:8]([CH3:12])([CH3:11])[CH2:9][OH:10])([CH3:4])([CH3:3])[CH3:2].C(N(C(C)C)CC)(C)C.[CH3:23][O:24][C:25]1[CH:33]=[CH:32][C:28]([C:29](Cl)=[O:30])=[CH:27][CH:26]=1. Product: [CH3:23][O:24][C:25]1[CH:33]=[CH:32][C:28]([C:29]([O:10][CH2:9][C:8]([NH:7][C:6]([O:5][C:1]([CH3:4])([CH3:2])[CH3:3])=[O:13])([CH3:12])[CH3:11])=[O:30])=[CH:27][CH:26]=1. The catalyst class is: 2.